This data is from NCI-60 drug combinations with 297,098 pairs across 59 cell lines. The task is: Regression. Given two drug SMILES strings and cell line genomic features, predict the synergy score measuring deviation from expected non-interaction effect. (1) Drug 1: CC12CCC3C(C1CCC2=O)CC(=C)C4=CC(=O)C=CC34C. Drug 2: C1C(C(OC1N2C=C(C(=O)NC2=O)F)CO)O. Cell line: HOP-92. Synergy scores: CSS=46.9, Synergy_ZIP=2.96, Synergy_Bliss=3.72, Synergy_Loewe=4.97, Synergy_HSA=6.09. (2) Drug 1: CC1=C(N=C(N=C1N)C(CC(=O)N)NCC(C(=O)N)N)C(=O)NC(C(C2=CN=CN2)OC3C(C(C(C(O3)CO)O)O)OC4C(C(C(C(O4)CO)O)OC(=O)N)O)C(=O)NC(C)C(C(C)C(=O)NC(C(C)O)C(=O)NCCC5=NC(=CS5)C6=NC(=CS6)C(=O)NCCC[S+](C)C)O. Drug 2: C1CCC(C(C1)N)N.C(=O)(C(=O)[O-])[O-].[Pt+4]. Cell line: MDA-MB-231. Synergy scores: CSS=44.3, Synergy_ZIP=-3.31, Synergy_Bliss=-2.20, Synergy_Loewe=4.33, Synergy_HSA=5.47. (3) Drug 1: CC1=C(C=C(C=C1)NC2=NC=CC(=N2)N(C)C3=CC4=NN(C(=C4C=C3)C)C)S(=O)(=O)N.Cl. Drug 2: COCCOC1=C(C=C2C(=C1)C(=NC=N2)NC3=CC=CC(=C3)C#C)OCCOC.Cl. Cell line: MOLT-4. Synergy scores: CSS=10.5, Synergy_ZIP=3.32, Synergy_Bliss=6.84, Synergy_Loewe=5.19, Synergy_HSA=5.34. (4) Drug 1: B(C(CC(C)C)NC(=O)C(CC1=CC=CC=C1)NC(=O)C2=NC=CN=C2)(O)O. Drug 2: CC1C(C(CC(O1)OC2CC(CC3=C2C(=C4C(=C3O)C(=O)C5=C(C4=O)C(=CC=C5)OC)O)(C(=O)CO)O)N)O.Cl. Cell line: MALME-3M. Synergy scores: CSS=89.9, Synergy_ZIP=5.39, Synergy_Bliss=3.87, Synergy_Loewe=5.02, Synergy_HSA=5.92. (5) Drug 1: C(=O)(N)NO. Drug 2: C1CCC(C(C1)N)N.C(=O)(C(=O)[O-])[O-].[Pt+4]. Cell line: A498. Synergy scores: CSS=29.2, Synergy_ZIP=2.34, Synergy_Bliss=4.18, Synergy_Loewe=-7.11, Synergy_HSA=4.42.